From a dataset of Full USPTO retrosynthesis dataset with 1.9M reactions from patents (1976-2016). Predict the reactants needed to synthesize the given product. Given the product [C:23]([C:25]1[CH:33]=[CH:32][C:28]([C:29]([N:3]([CH2:1][CH3:2])[C:4]2[C:5]([O:14][CH3:15])=[C:6]([CH:11]=[CH:12][CH:13]=2)[C:7]([O:9][CH3:10])=[O:8])=[O:30])=[CH:27][CH:26]=1)#[N:24], predict the reactants needed to synthesize it. The reactants are: [CH2:1]([NH:3][C:4]1[C:5]([O:14][CH3:15])=[C:6]([CH:11]=[CH:12][CH:13]=1)[C:7]([O:9][CH3:10])=[O:8])[CH3:2].C(N(CC)CC)C.[C:23]([C:25]1[CH:33]=[CH:32][C:28]([C:29](Cl)=[O:30])=[CH:27][CH:26]=1)#[N:24].